This data is from Full USPTO retrosynthesis dataset with 1.9M reactions from patents (1976-2016). The task is: Predict the reactants needed to synthesize the given product. (1) Given the product [C:31]([O:35][C:36]([N:38]1[CH2:39][CH:40]2[CH:42]([CH:41]2[NH:44][C:26](=[O:28])[C:25]2[CH:29]=[CH:30][C:22]([CH2:21][N:13]([S:10]([C:7]3[CH:8]=[CH:9][C:4]([O:3][CH2:1][CH3:2])=[CH:5][CH:6]=3)(=[O:12])=[O:11])[CH2:14][C:15]3[CH:20]=[CH:19][CH:18]=[CH:17][N:16]=3)=[CH:23][CH:24]=2)[CH2:43]1)=[O:37])([CH3:34])([CH3:32])[CH3:33], predict the reactants needed to synthesize it. The reactants are: [CH2:1]([O:3][C:4]1[CH:9]=[CH:8][C:7]([S:10]([N:13]([CH2:21][C:22]2[CH:30]=[CH:29][C:25]([C:26]([OH:28])=O)=[CH:24][CH:23]=2)[CH2:14][C:15]2[CH:20]=[CH:19][CH:18]=[CH:17][N:16]=2)(=[O:12])=[O:11])=[CH:6][CH:5]=1)[CH3:2].[C:31]([O:35][C:36]([N:38]1[CH2:43][CH:42]2[CH:40]([CH:41]2[NH2:44])[CH2:39]1)=[O:37])([CH3:34])([CH3:33])[CH3:32].Cl.CN(C)CCCN=C=NCC.ON1C2C=CC=CC=2N=N1.CN1CCOCC1. (2) Given the product [CH2:28]([O:35][C@H:36]1[C@H:41]([O:42][CH2:43][C:44]2[CH:45]=[CH:46][CH:47]=[CH:48][CH:49]=2)[C@@H:40]([O:50][CH2:51][C:52]2[CH:57]=[CH:56][CH:55]=[CH:54][CH:53]=2)[C@H:39]([C:58]2[CH:63]=[CH:62][C:61]([Cl:64])=[C:60]([CH2:65][C:66]3[CH:67]=[CH:68][C:69]([CH2:72][CH3:73])=[CH:70][CH:71]=3)[CH:59]=2)[C:38](=[O:74])[C@@H:37]1[CH2:75][O:76][CH2:77][C:78]1[CH:79]=[CH:80][CH:81]=[CH:82][CH:83]=1)[C:29]1[CH:34]=[CH:33][CH:32]=[CH:31][CH:30]=1, predict the reactants needed to synthesize it. The reactants are: C(O)(C)(C)C.CC(OI1(OC(C)=O)(OC(C)=O)OC(=O)C2C=CC=CC1=2)=O.[CH2:28]([O:35][C@H:36]1[C@H:41]([O:42][CH2:43][C:44]2[CH:49]=[CH:48][CH:47]=[CH:46][CH:45]=2)[C@@H:40]([O:50][CH2:51][C:52]2[CH:57]=[CH:56][CH:55]=[CH:54][CH:53]=2)[C@H:39]([C:58]2[CH:63]=[CH:62][C:61]([Cl:64])=[C:60]([CH2:65][C:66]3[CH:71]=[CH:70][C:69]([CH2:72][CH3:73])=[CH:68][CH:67]=3)[CH:59]=2)[C@@H:38]([OH:74])[C@@H:37]1[CH2:75][O:76][CH2:77][C:78]1[CH:83]=[CH:82][CH:81]=[CH:80][CH:79]=1)[C:29]1[CH:34]=[CH:33][CH:32]=[CH:31][CH:30]=1.S([O-])([O-])=O.[Na+].[Na+].C(=O)(O)[O-].[Na+]. (3) Given the product [NH2:13][C:11]1[S:12][C:8]([C:5]2[CH:4]=[C:3]([NH:18][S:19]([C:22]3[S:26][C:25]([CH3:27])=[N:24][C:23]=3[CH3:28])(=[O:21])=[O:20])[C:2]([Cl:1])=[N:7][CH:6]=2)=[C:9]([CH3:17])[N:10]=1, predict the reactants needed to synthesize it. The reactants are: [Cl:1][C:2]1[N:7]=[CH:6][C:5]([C:8]2[S:12][C:11]([NH:13]C(=O)C)=[N:10][C:9]=2[CH3:17])=[CH:4][C:3]=1[NH:18][S:19]([C:22]1[S:26][C:25]([CH3:27])=[N:24][C:23]=1[CH3:28])(=[O:21])=[O:20].Cl. (4) The reactants are: [NH:1]1[CH:5]=[CH:4][C:3](B(O)O)=[N:2]1.C(=O)([O-])[O-].[Na+].[Na+].[C:15]([O:19][C:20](=[O:30])[NH:21][CH2:22][C:23]1[CH:28]=[CH:27][CH:26]=[CH:25][C:24]=1Br)([CH3:18])([CH3:17])[CH3:16].C(=O)(O)[O-].[Na+]. Given the product [NH:1]1[CH:5]=[CH:4][C:3]([C:24]2[CH:25]=[CH:26][CH:27]=[CH:28][C:23]=2[CH2:22][NH:21][C:20](=[O:30])[O:19][C:15]([CH3:18])([CH3:17])[CH3:16])=[N:2]1, predict the reactants needed to synthesize it. (5) Given the product [C:1]1([Bi:7]([Br:20])[C:8]2[CH:13]=[CH:12][CH:11]=[CH:10][CH:9]=2)[CH:6]=[CH:5][CH:4]=[CH:3][CH:2]=1, predict the reactants needed to synthesize it. The reactants are: [C:1]1([Bi:7](C2C=CC=CC=2)[C:8]2[CH:13]=[CH:12][CH:11]=[CH:10][CH:9]=2)[CH:6]=[CH:5][CH:4]=[CH:3][CH:2]=1.[Br:20][Bi](Br)Br. (6) Given the product [CH3:1][O:2][CH2:3][C:4]1[C:5]([C:6]([O:8][CH3:9])=[O:7])=[CH:16][NH:14][N:20]=1, predict the reactants needed to synthesize it. The reactants are: [CH3:1][O:2][CH2:3][C:4](=O)[CH2:5][C:6]([O:8][CH3:9])=[O:7].COC(OC)[N:14]([CH3:16])C.O.[NH2:20]N.